From a dataset of Full USPTO retrosynthesis dataset with 1.9M reactions from patents (1976-2016). Predict the reactants needed to synthesize the given product. (1) Given the product [NH2:8][C@@H:9]1[CH2:12][C@H:11]([C:13]([NH:15][C@@H:16]([CH2:21][CH:22]([CH3:23])[CH3:24])[C:17]([O:19][CH3:20])=[O:18])=[O:14])[C:10]1([CH3:25])[CH3:26], predict the reactants needed to synthesize it. The reactants are: C(OC([NH:8][C@@H:9]1[CH2:12][C@H:11]([C:13]([NH:15][C@@H:16]([CH2:21][CH:22]([CH3:24])[CH3:23])[C:17]([O:19][CH3:20])=[O:18])=[O:14])[C:10]1([CH3:26])[CH3:25])=O)(C)(C)C.CCN(CC)CC. (2) Given the product [CH3:27][CH:28]([CH3:32])[CH2:29][N:30]1[C:5]([C:7]2[C:12](=[O:13])[CH:11]=[CH:10][N:9]([C:14]3[CH:15]=[CH:16][C:17]([N:20]4[CH2:25][CH2:24][O:23][CH2:22][CH2:21]4)=[CH:18][CH:19]=3)[N:8]=2)=[CH:4][CH:3]=[N:31]1, predict the reactants needed to synthesize it. The reactants are: CN(C)[CH:3]=[CH:4][C:5]([C:7]1[C:12](=[O:13])[CH:11]=[CH:10][N:9]([C:14]2[CH:19]=[CH:18][C:17]([N:20]3[CH2:25][CH2:24][O:23][CH2:22][CH2:21]3)=[CH:16][CH:15]=2)[N:8]=1)=O.[CH3:27][CH:28]([CH3:32])[CH2:29][NH:30][NH2:31]. (3) Given the product [C:1]([O:5][C:6]([NH:8][C:9]1[S:10][C:11]([C:14]([OH:16])=[O:15])=[CH:12][N:13]=1)=[O:7])([CH3:4])([CH3:2])[CH3:3], predict the reactants needed to synthesize it. The reactants are: [C:1]([O:5][C:6]([NH:8][C:9]1[S:10][C:11]([C:14]([O:16]CC)=[O:15])=[CH:12][N:13]=1)=[O:7])([CH3:4])([CH3:3])[CH3:2].[OH-].[K+].Cl.